Dataset: Full USPTO retrosynthesis dataset with 1.9M reactions from patents (1976-2016). Task: Predict the reactants needed to synthesize the given product. (1) Given the product [S:16]([O:1][CH2:2][C@H:3]1[CH2:8][CH2:7][CH2:6][N:5]([C:9]([O:11][C:12]([CH3:15])([CH3:14])[CH3:13])=[O:10])[CH2:4]1)([C:19]1[CH:25]=[CH:24][C:22]([CH3:23])=[CH:21][CH:20]=1)(=[O:18])=[O:17], predict the reactants needed to synthesize it. The reactants are: [OH:1][CH2:2][C@H:3]1[CH2:8][CH2:7][CH2:6][N:5]([C:9]([O:11][C:12]([CH3:15])([CH3:14])[CH3:13])=[O:10])[CH2:4]1.[S:16](Cl)([C:19]1[CH:25]=[CH:24][C:22]([CH3:23])=[CH:21][CH:20]=1)(=[O:18])=[O:17].CCN(CC)CC. (2) Given the product [CH3:31][CH:32]1[N:36]([C:28](=[O:30])[CH2:27][CH2:26][C:19]2[C:20]3[C:25](=[CH:24][CH:23]=[CH:22][CH:21]=3)[N:17]([CH3:16])[CH:18]=2)[CH2:35][C:34]2([CH2:41][CH2:40][N:39]([CH3:42])[CH2:38][CH2:37]2)[S:33]1, predict the reactants needed to synthesize it. The reactants are: C1(N=C=NC2CCCCC2)CCCCC1.[CH3:16][N:17]1[C:25]2[C:20](=[CH:21][CH:22]=[CH:23][CH:24]=2)[C:19]([CH2:26][CH2:27][C:28]([OH:30])=O)=[CH:18]1.[CH3:31][CH:32]1[NH:36][CH2:35][C:34]2([CH2:41][CH2:40][N:39]([CH3:42])[CH2:38][CH2:37]2)[S:33]1. (3) Given the product [OH:17][C:18]([C:30]1[S:31][CH:32]=[CH:33][CH:34]=1)([C:35]1[S:36][CH:37]=[CH:38][CH:39]=1)[C:19]([O:21][C@H:22]1[CH2:23][CH2:24][C@H:25]([N:28]([CH2:2][CH2:3][CH2:4][O:5][C:6]2[CH:7]=[C:8]([O:15][CH3:16])[C:9]([CH2:13][OH:14])=[CH:10][C:11]=2[Cl:12])[CH3:29])[CH2:26][CH2:27]1)=[O:20], predict the reactants needed to synthesize it. The reactants are: Br[CH2:2][CH2:3][CH2:4][O:5][C:6]1[C:11]([Cl:12])=[CH:10][C:9]([CH2:13][OH:14])=[C:8]([O:15][CH3:16])[CH:7]=1.[OH:17][C:18]([C:35]1[S:36][CH:37]=[CH:38][CH:39]=1)([C:30]1[S:31][CH:32]=[CH:33][CH:34]=1)[C:19]([O:21][C@H:22]1[CH2:27][CH2:26][C@H:25]([NH:28][CH3:29])[CH2:24][CH2:23]1)=[O:20].C(N(CC)CC)C.C1COCC1. (4) The reactants are: [CH:1]1[C:7](=[O:8])[NH:6][C:4](=[O:5])[N:3]([C@@H:9]2[O:13][C@H:12]([CH2:14][OH:15])[C@@H:11]([OH:16])[C@H:10]2[OH:17])[CH:2]=1.Cl[Si:19]([CH:32]([CH3:34])[CH3:33])([CH:29]([CH3:31])[CH3:30])[O:20][Si:21](Cl)([CH:25]([CH3:27])[CH3:26])[CH:22]([CH3:24])[CH3:23]. Given the product [OH:17][C@@H:10]1[C@@H:11]2[O:16][Si:19]([CH:29]([CH3:31])[CH3:30])([CH:32]([CH3:34])[CH3:33])[O:20][Si:21]([CH:25]([CH3:27])[CH3:26])([CH:22]([CH3:23])[CH3:24])[O:15][CH2:14][C@H:12]2[O:13][C@H:9]1[N:3]1[CH:2]=[CH:1][C:7](=[O:8])[NH:6][C:4]1=[O:5], predict the reactants needed to synthesize it. (5) The reactants are: [N:1]1[C:6]2=[CH:7][S:8][CH:9]=[C:5]2[C:4]([OH:10])=[N:3][CH:2]=1.C(O)(=O)C.C(Cl)(Cl)Cl.[Br:19]N1C(=O)CCC1=O. Given the product [Br:19][C:7]1[S:8][CH:9]=[C:5]2[C:4]([OH:10])=[N:3][CH:2]=[N:1][C:6]=12, predict the reactants needed to synthesize it. (6) Given the product [F:35][C:36]1[CH:41]=[C:40]([CH:39]=[CH:38][CH:37]=1)[O:1][C@@H:2]1[CH2:7][N:6]([C:8]([O:10][CH3:11])=[O:9])[C@H:5]([C:12]([N:14]2[CH2:19][CH2:18][N:17]([C:20]3[CH:25]=[CH:24][CH:23]=[CH:22][CH:21]=3)[CH2:16][CH2:15]2)=[O:13])[C@@H:4]([C:26]([O:28][CH3:29])=[O:27])[CH2:3]1, predict the reactants needed to synthesize it. The reactants are: [OH:1][C@H:2]1[CH2:7][N:6]([C:8]([O:10][CH3:11])=[O:9])[C@H:5]([C:12]([N:14]2[CH2:19][CH2:18][N:17]([C:20]3[CH:25]=[CH:24][CH:23]=[CH:22][CH:21]=3)[CH2:16][CH2:15]2)=[O:13])[C@@H:4]([C:26]([O:28][CH3:29])=[O:27])[CH2:3]1.O1CCCC1.[F:35][C:36]1[CH:37]=[C:38](O)[CH:39]=[CH:40][CH:41]=1.C1(P(C2C=CC=CC=2)C2C=CC=CC=2)C=CC=CC=1.N(C(OCC)=O)=NC(OCC)=O. (7) Given the product [CH2:1]([O:3][C:4](=[O:14])[C@@:5]([CH2:11][CH2:12][NH:13][C:37]([O:36][C:33]([CH3:35])([CH3:34])[CH3:32])=[O:38])([CH2:9][OH:10])[CH2:6][CH2:7][CH3:8])[CH3:2], predict the reactants needed to synthesize it. The reactants are: [CH2:1]([O:3][C:4](=[O:14])[C@@:5]([CH2:11][C:12]#[N:13])([CH2:9][OH:10])[CH2:6][CH2:7][CH3:8])[CH3:2].CCCC1C=CC(OC2C=CC=CC=2)=C(O)C=1.[CH3:32][C:33]([O:36][C:37](O[C:37]([O:36][C:33]([CH3:35])([CH3:34])[CH3:32])=[O:38])=[O:38])([CH3:35])[CH3:34].CCN(CC)CC.